Dataset: Reaction yield outcomes from USPTO patents with 853,638 reactions. Task: Predict the reaction yield, written as a fraction of the theoretical maximum amount of product (1.0 means a 100% yield; for example, 0.34 means a 34% yield). (1) The reactants are [CH3:1][NH:2][C:3]([NH:5][C:6]([N:8]1[C@H:14]([CH3:15])[CH2:13][C:12]2[CH:16]=[C:17]3[O:22][CH2:21][O:20][C:18]3=[CH:19][C:11]=2[C:10]([C:23]2[CH:28]=[CH:27][C:26]([N+:29]([O-:31])=[O:30])=[CH:25][CH:24]=2)=[N:9]1)=[S:7])=[O:4].BrBr. No catalyst specified. The product is [CH3:15][C@@H:14]1[CH2:13][C:12]2[CH:16]=[C:17]3[O:22][CH2:21][O:20][C:18]3=[CH:19][C:11]=2[C:10]([C:23]2[CH:28]=[CH:27][C:26]([N+:29]([O-:31])=[O:30])=[CH:25][CH:24]=2)=[N:9][N:8]1[C:6]1[S:7][N:2]([CH3:1])[C:3](=[O:4])[N:5]=1. The yield is 0.980. (2) The product is [CH3:1][O:2][C:3]1[N:4]=[C:5]2[C:10](=[CH:11][CH:12]=1)[N:9]=[CH:8][CH:7]=[C:6]2[N:13]1[CH:21]=[C:20]2[C:15]([CH2:16][CH2:17][CH:18]([NH:22][CH2:23][CH:24]=[CH:25][C:26]3[CH:31]=[CH:30][CH:29]=[CH:28][CH:27]=3)[CH2:19]2)=[N:14]1. The catalyst is CC(O[Ti](OC(C)C)(OC(C)C)OC(C)C)C.CO. The reactants are [CH3:1][O:2][C:3]1[N:4]=[C:5]2[C:10](=[CH:11][CH:12]=1)[N:9]=[CH:8][CH:7]=[C:6]2[N:13]1[CH:21]=[C:20]2[C:15]([CH2:16][CH2:17][CH:18]([NH2:22])[CH2:19]2)=[N:14]1.[CH:23](=O)/[CH:24]=[CH:25]/[C:26]1[CH:31]=[CH:30][CH:29]=[CH:28][CH:27]=1.[BH4-].[Na+].[OH-].[Na+]. The yield is 0.500.